Dataset: Reaction yield outcomes from USPTO patents with 853,638 reactions. Task: Predict the reaction yield, written as a fraction of the theoretical maximum amount of product (1.0 means a 100% yield; for example, 0.34 means a 34% yield). (1) The reactants are C[O:2][C:3](=O)[C:4]#[C:5][C:6]1[CH:11]=[CH:10][C:9]([F:12])=[CH:8][CH:7]=1.[CH3:14][NH:15][NH2:16]. The catalyst is CO.O. The product is [F:12][C:9]1[CH:10]=[CH:11][C:6]([C:5]2[N:15]([CH3:14])[NH:16][C:3](=[O:2])[CH:4]=2)=[CH:7][CH:8]=1. The yield is 0.360. (2) The catalyst is C(O)C.[OH-].[Pd+2].[OH-]. The reactants are C([N:8]1[C:12]([NH:13][CH:14]2[CH2:23][CH2:22][C:17]3([O:21][CH2:20][CH2:19][O:18]3)[CH2:16][CH2:15]2)=[CH:11][CH:10]=[N:9]1)C1C=CC=CC=1.C(O)(=O)C.C([O-])=O.[NH4+].C(OCC)(=O)C. The product is [O:18]1[C:17]2([CH2:16][CH2:15][CH:14]([NH:13][C:12]3[NH:8][N:9]=[CH:10][CH:11]=3)[CH2:23][CH2:22]2)[O:21][CH2:20][CH2:19]1. The yield is 0.820. (3) The reactants are Cl[C:2]1[N:6]([CH3:7])[N:5]=[CH:4][C:3]=1[N+:8]([O-:10])=[O:9].[O:11]1[CH2:16][CH:15]=[C:14](B2OC(C)(C)C(C)(C)O2)[CH2:13][CH2:12]1. No catalyst specified. The product is [O:11]1[CH2:12][CH:13]=[C:14]([C:2]2[N:6]([CH3:7])[N:5]=[CH:4][C:3]=2[N+:8]([O-:10])=[O:9])[CH2:15][CH2:16]1. The yield is 0.650. (4) The reactants are [CH2:1]([O:8][C@@H:9]1[C@H:14]2[NH:15][C:16](=O)[O:17][C@H:13]2[CH2:12][C@H:11]([CH2:19][F:20])[C@H:10]1[O:21][CH2:22][C:23]1[CH:28]=[CH:27][CH:26]=[CH:25][CH:24]=1)[C:2]1[CH:7]=[CH:6][CH:5]=[CH:4][CH:3]=1.F[B-](F)(F)F.C[O+](C)C.Cl.[NH:39]1[CH2:42][CH2:41][CH2:40]1.CCN(CC)CC. The catalyst is C(Cl)Cl.C1COCC1.C([O-])(O)=O.[Na+]. The product is [N:39]1([C:16]2[O:17][C@H:13]3[CH2:12][C@H:11]([CH2:19][F:20])[C@@H:10]([O:21][CH2:22][C:23]4[CH:24]=[CH:25][CH:26]=[CH:27][CH:28]=4)[C@H:9]([O:8][CH2:1][C:2]4[CH:3]=[CH:4][CH:5]=[CH:6][CH:7]=4)[C@H:14]3[N:15]=2)[CH2:42][CH2:41][CH2:40]1. The yield is 0.380.